From a dataset of Reaction yield outcomes from USPTO patents with 853,638 reactions. Predict the reaction yield, written as a fraction of the theoretical maximum amount of product (1.0 means a 100% yield; for example, 0.34 means a 34% yield). (1) The reactants are [C:1]([S:5]([C:8]1[CH:9]=[C:10]2[C:15](=[CH:16][C:17]=1[F:18])[N:14]=[CH:13][N:12]=[C:11]2O)(=[O:7])=[O:6])([CH3:4])([CH3:3])[CH3:2].O=P(Cl)(Cl)[Cl:22].[CH3:25][C:26]1[C:27]([NH2:32])=[N:28][NH:29][C:30]=1[CH3:31]. The catalyst is C(#N)C. The product is [ClH:22].[C:1]([S:5]([C:8]1[CH:9]=[C:10]2[C:15](=[CH:16][C:17]=1[F:18])[N:14]=[CH:13][N:12]=[C:11]2[NH:32][C:27]1[C:26]([CH3:25])=[C:30]([CH3:31])[NH:29][N:28]=1)(=[O:7])=[O:6])([CH3:4])([CH3:3])[CH3:2]. The yield is 0.613. (2) The reactants are C(OC([C:6]1[C:7](=[O:26])[N:8]([CH2:18][C:19]2[CH:24]=[CH:23][C:22]([F:25])=[CH:21][CH:20]=2)[C@@H:9]2[C@H:14]([C:15]=1[OH:16])[C@@H:13]1[CH2:17][C@H:10]2[CH2:11][CH2:12]1)=O)C.S(=O)(=O)(O)O. The catalyst is O1CCOCC1. The product is [F:25][C:22]1[CH:21]=[CH:20][C:19]([CH2:18][N:8]2[C:7](=[O:26])[CH:6]=[C:15]([OH:16])[C@H:14]3[C@@H:9]2[C@H:10]2[CH2:17][C@@H:13]3[CH2:12][CH2:11]2)=[CH:24][CH:23]=1. The yield is 0.540.